Dataset: Catalyst prediction with 721,799 reactions and 888 catalyst types from USPTO. Task: Predict which catalyst facilitates the given reaction. (1) Reactant: C(O)(C(F)(F)F)=O.[F:8][CH:9]([F:42])[N:10]1[C:14]2[C:15]([O:33][C@@H:34]([C@H:36]3[CH2:40][NH:39][C:38](=[O:41])[CH2:37]3)[CH3:35])=[N:16][C:17]([C:19]3[CH:24]=[CH:23][C:22]([N:25]4[CH2:30][CH2:29][NH:28][CH2:27][CH2:26]4)=[C:21]([O:31][CH3:32])[CH:20]=3)=[CH:18][C:13]=2[N:12]=[CH:11]1.CCN(CC)CC.[CH3:50][S:51](O[S:51]([CH3:50])(=[O:53])=[O:52])(=[O:53])=[O:52]. Product: [F:42][CH:9]([F:8])[N:10]1[C:14]2[C:15]([O:33][C@@H:34]([C@H:36]3[CH2:40][NH:39][C:38](=[O:41])[CH2:37]3)[CH3:35])=[N:16][C:17]([C:19]3[CH:24]=[CH:23][C:22]([N:25]4[CH2:30][CH2:29][N:28]([S:51]([CH3:50])(=[O:53])=[O:52])[CH2:27][CH2:26]4)=[C:21]([O:31][CH3:32])[CH:20]=3)=[CH:18][C:13]=2[N:12]=[CH:11]1. The catalyst class is: 2. (2) Reactant: C(P(CCCC)CCCC)CCC.N(C(OCC)=O)=NC(OCC)=O.[CH3:26][C@@H:27]([CH2:31][CH:32]=[CH2:33])[C@@H:28](O)[CH3:29].[N:34]1[CH:39]=[CH:38][CH:37]=[N:36][C:35]=1[SH:40]. Product: [CH3:26][C@@H:27]([CH2:31][CH:32]=[CH2:33])[C@H:28]([S:40][C:35]1[N:36]=[CH:37][CH:38]=[CH:39][N:34]=1)[CH3:29]. The catalyst class is: 1. (3) Reactant: [F:1][C:2]1[C:10]([O:11][CH3:12])=[CH:9][CH:8]=[CH:7][C:3]=1[C:4]([OH:6])=[O:5].[CH3:13][Si](C=[N+]=[N-])(C)C. Product: [F:1][C:2]1[C:10]([O:11][CH3:12])=[CH:9][CH:8]=[CH:7][C:3]=1[C:4]([O:6][CH3:13])=[O:5]. The catalyst class is: 61. (4) Reactant: C(=O)([O-])[O-].[K+].[K+].[NH:7]1[CH:11]=[CH:10][N:9]=[CH:8]1.Br[CH2:13][C:14]1[CH:21]=[CH:20][C:17]([C:18]#[N:19])=[C:16]([CH3:22])[CH:15]=1. Product: [N:7]1([CH2:13][C:14]2[CH:21]=[CH:20][C:17]([C:18]#[N:19])=[C:16]([CH3:22])[CH:15]=2)[CH:11]=[CH:10][N:9]=[CH:8]1. The catalyst class is: 1. (5) Reactant: [F:1][C:2]1[CH:7]=[CH:6][CH:5]=[C:4]([F:8])[C:3]=1[N:9]1[C:14]2[N:15]=[C:16]([NH:28][CH2:29][CH2:30][N:31]([CH3:33])[CH3:32])[N:17]=[C:18]([C:19]3[CH:20]=[C:21]([CH:25]=[CH:26][CH:27]=3)[C:22](O)=[O:23])[C:13]=2[CH2:12][NH:11][C:10]1=[O:34].[S:35]1[CH:39]=[CH:38][N:37]=[C:36]1[NH2:40].CN(C(ON1N=NC2C=CC=NC1=2)=[N+](C)C)C.F[P-](F)(F)(F)(F)F.C(N(C(C)C)CC)(C)C. Product: [F:8][C:4]1[CH:5]=[CH:6][CH:7]=[C:2]([F:1])[C:3]=1[N:9]1[C:14]2[N:15]=[C:16]([NH:28][CH2:29][CH2:30][N:31]([CH3:33])[CH3:32])[N:17]=[C:18]([C:19]3[CH:20]=[C:21]([CH:25]=[CH:26][CH:27]=3)[C:22]([NH:40][C:36]3[S:35][CH:39]=[CH:38][N:37]=3)=[O:23])[C:13]=2[CH2:12][NH:11][C:10]1=[O:34]. The catalyst class is: 34. (6) Reactant: Cl.[Cl:2][CH2:3][CH2:4][O:5][C:6]1[C:15]2[C:10](=[CH:11][CH:12]=[CH:13][CH:14]=2)[C:9]([NH2:16])=[CH:8][CH:7]=1.[F:17][C:18]1[CH:19]=[C:20]([CH:24]=[C:25]([N:27]2[CH2:32][CH2:31][CH2:30][CH2:29][CH2:28]2)[CH:26]=1)[C:21](O)=[O:22].C(N(C(C)C)CC)(C)C.CN(C(ON1N=NC2C=CC=CC1=2)=[N+](C)C)C.F[P-](F)(F)(F)(F)F. Product: [Cl:2][CH2:3][CH2:4][O:5][C:6]1[C:15]2[C:10](=[CH:11][CH:12]=[CH:13][CH:14]=2)[C:9]([NH:16][C:21](=[O:22])[C:20]2[CH:24]=[C:25]([N:27]3[CH2:28][CH2:29][CH2:30][CH2:31][CH2:32]3)[CH:26]=[C:18]([F:17])[CH:19]=2)=[CH:8][CH:7]=1. The catalyst class is: 42.